From a dataset of Peptide-MHC class II binding affinity with 134,281 pairs from IEDB. Regression. Given a peptide amino acid sequence and an MHC pseudo amino acid sequence, predict their binding affinity value. This is MHC class II binding data. The peptide sequence is SLGKMVHQIFGSAYT. The MHC is DRB1_1101 with pseudo-sequence DRB1_1101. The binding affinity (normalized) is 0.584.